From a dataset of Reaction yield outcomes from USPTO patents with 853,638 reactions. Predict the reaction yield, written as a fraction of the theoretical maximum amount of product (1.0 means a 100% yield; for example, 0.34 means a 34% yield). The reactants are C1(P(C2C=CC=CC=2)C2C=CC=CC=2)C=CC=CC=1.CC(OC(/N=N/C(OC(C)C)=O)=O)C.[OH:34][C:35]1[CH:36]=[C:37]([CH:41]=[CH:42][CH:43]=1)[C:38]([NH2:40])=[O:39].C(N(CC)CC)C.[CH2:51](O)[CH2:52][CH2:53][CH2:54]/[CH:55]=[CH:56]\[CH2:57][CH2:58][CH2:59][CH3:60]. The catalyst is C1COCC1. The product is [CH2:51]([O:34][C:35]1[CH:36]=[C:37]([C:38]([NH2:40])=[O:39])[CH:41]=[CH:42][CH:43]=1)[CH2:52][CH2:53][CH2:54]/[CH:55]=[CH:56]\[CH2:57][CH2:58][CH2:59][CH3:60]. The yield is 0.710.